From a dataset of Reaction yield outcomes from USPTO patents with 853,638 reactions. Predict the reaction yield, written as a fraction of the theoretical maximum amount of product (1.0 means a 100% yield; for example, 0.34 means a 34% yield). The reactants are CS(O[CH2:6][CH2:7][N:8]1[CH:12]=[C:11]([C:13]2[CH:18]=[C:17]([C:19]([O:21]C)=[O:20])[CH:16]=[CH:15][N:14]=2)[N:10]=[CH:9]1)(=O)=O.[F:23][C:24]1[CH:32]=[CH:31][C:27]([CH2:28][NH:29][CH3:30])=[CH:26][CH:25]=1. No catalyst specified. The product is [F:23][C:24]1[CH:32]=[CH:31][C:27]([CH2:28][N:29]([CH3:30])[CH2:6][CH2:7][N:8]2[CH:12]=[C:11]([C:13]3[CH:18]=[C:17]([C:19]([OH:21])=[O:20])[CH:16]=[CH:15][N:14]=3)[N:10]=[CH:9]2)=[CH:26][CH:25]=1. The yield is 0.230.